From a dataset of Peptide-MHC class II binding affinity with 134,281 pairs from IEDB. Regression. Given a peptide amino acid sequence and an MHC pseudo amino acid sequence, predict their binding affinity value. This is MHC class II binding data. (1) The peptide sequence is RYFGNVRLRECYIQR. The MHC is DRB1_0101 with pseudo-sequence DRB1_0101. The binding affinity (normalized) is 0.628. (2) The peptide sequence is KLNKFVSPKSVVGNF. The MHC is DRB1_0301 with pseudo-sequence DRB1_0301. The binding affinity (normalized) is 0.421. (3) The peptide sequence is TWTSIPTLAAQFPFN. The MHC is DRB1_0901 with pseudo-sequence DRB1_0901. The binding affinity (normalized) is 0.552.